This data is from Reaction yield outcomes from USPTO patents with 853,638 reactions. The task is: Predict the reaction yield, written as a fraction of the theoretical maximum amount of product (1.0 means a 100% yield; for example, 0.34 means a 34% yield). (1) The reactants are Br[C:2]1[C:7]([CH:8]=[O:9])=[CH:6][CH:5]=[CH:4][N:3]=1.[CH3:10][O:11][C:12]1[CH:17]=[CH:16][C:15]([C:18]#[CH:19])=[CH:14][CH:13]=1. The catalyst is C(N(CC)CC)C.Cl[Pd](Cl)([P](C1C=CC=CC=1)(C1C=CC=CC=1)C1C=CC=CC=1)[P](C1C=CC=CC=1)(C1C=CC=CC=1)C1C=CC=CC=1.[Cu]I. The product is [CH3:10][O:11][C:12]1[CH:17]=[CH:16][C:15]([C:18]#[C:19][C:2]2[C:7]([CH:8]=[O:9])=[CH:6][CH:5]=[CH:4][N:3]=2)=[CH:14][CH:13]=1. The yield is 0.990. (2) The reactants are [NH2:1][C:2]1[CH:12]=[CH:11][CH:10]=[CH:9][C:3]=1[C:4](OCC)=[O:5].C(O)(=O)C.[CH:17](N)=[NH:18]. The catalyst is COC(O)C. The product is [N:1]1[C:2]2[C:3](=[CH:9][CH:10]=[CH:11][CH:12]=2)[C:4]([OH:5])=[N:18][CH:17]=1. The yield is 0.910. (3) The reactants are [CH3:1][N:2]([CH3:6])[CH2:3][CH2:4][NH2:5].CCN(CC)CC.[C:14]([C:16]1[CH:17]=[CH:18][C:19]([O:26][C:27]2[CH:32]=[C:31]([Cl:33])[CH:30]=[C:29]([Cl:34])[CH:28]=2)=[C:20]([S:22](Cl)(=[O:24])=[O:23])[CH:21]=1)#[N:15]. The catalyst is C(Cl)Cl. The product is [C:14]([C:16]1[CH:17]=[CH:18][C:19]([O:26][C:27]2[CH:32]=[C:31]([Cl:33])[CH:30]=[C:29]([Cl:34])[CH:28]=2)=[C:20]([S:22]([NH:5][CH2:4][CH2:3][N:2]([CH3:6])[CH3:1])(=[O:23])=[O:24])[CH:21]=1)#[N:15]. The yield is 0.759.